This data is from Catalyst prediction with 721,799 reactions and 888 catalyst types from USPTO. The task is: Predict which catalyst facilitates the given reaction. Reactant: [Cl:1][CH2:2][C:3]([CH3:6])([OH:5])[CH3:4].[Si:7](Cl)([CH2:12][CH3:13])([CH2:10][CH3:11])[CH2:8][CH3:9].CN1CCOCC1. Product: [Cl:1][CH2:2][C:3]([O:5][Si:7]([CH2:12][CH3:13])([CH2:10][CH3:11])[CH2:8][CH3:9])([CH3:6])[CH3:4]. The catalyst class is: 34.